From a dataset of Full USPTO retrosynthesis dataset with 1.9M reactions from patents (1976-2016). Predict the reactants needed to synthesize the given product. Given the product [CH3:1][O:2][C:3]1[CH:4]=[C:5]2[C:10](=[CH:11][C:12]=1[O:13][CH2:14][CH:15]([OH:33])[CH2:17][OH:16])[N:9]=[CH:8][CH:7]=[C:6]2[O:18][C:19]1[C:20]([CH3:29])=[N:21][C:22]2[C:27]([CH:28]=1)=[CH:26][N:25]=[CH:24][CH:23]=2, predict the reactants needed to synthesize it. The reactants are: [CH3:1][O:2][C:3]1[CH:4]=[C:5]2[C:10](=[CH:11][C:12]=1[O:13][CH2:14][CH:15]1[CH2:17][O:16]1)[N:9]=[CH:8][CH:7]=[C:6]2[O:18][C:19]1[C:20]([CH3:29])=[N:21][C:22]2[C:27]([CH:28]=1)=[CH:26][N:25]=[CH:24][CH:23]=2.FC(F)(F)C(O)=[O:33].[OH-].[Na+].O.